This data is from Catalyst prediction with 721,799 reactions and 888 catalyst types from USPTO. The task is: Predict which catalyst facilitates the given reaction. (1) Reactant: [CH3:1][CH:2]1[C:11]2=[CH:12][N:13]=[CH:14][CH:15]=[C:10]2[C:9]2[CH:8]=[CH:7][C:6]([NH:16]C(=O)OC(C)(C)C)=[CH:5][C:4]=2[O:3]1.[ClH:24].O1CCOCC1. Product: [ClH:24].[CH3:1][CH:2]1[C:11]2=[CH:12][N:13]=[CH:14][CH:15]=[C:10]2[C:9]2[CH:8]=[CH:7][C:6]([NH2:16])=[CH:5][C:4]=2[O:3]1. The catalyst class is: 4. (2) Reactant: [CH2:1]([Mg]Br)[CH:2]=C.[Br:6][C:7]1[CH:14]=[CH:13][CH:12]=[CH:11][C:8]=1[CH:9]=[O:10]. Product: [Br:6][C:7]1[CH:14]=[CH:13][CH:12]=[CH:11][C:8]=1[CH:9]([OH:10])[CH:1]=[CH2:2]. The catalyst class is: 1. (3) Reactant: [OH-].[Na+].[C:3]([C:7]1[N:11]([CH3:12])[N:10]([CH2:13][CH:14]2[CH2:18][CH2:17][CH2:16][CH2:15]2)/[C:9](=[N:19]/C(=O)C(F)(F)F)/[CH:8]=1)([CH3:6])([CH3:5])[CH3:4]. Product: [C:3]([C:7]1[N:11]([CH3:12])[N:10]([CH2:13][CH:14]2[CH2:15][CH2:16][CH2:17][CH2:18]2)[C:9](=[NH:19])[CH:8]=1)([CH3:6])([CH3:4])[CH3:5]. The catalyst class is: 72. (4) Reactant: Cl[C:2]1[C:11]2[CH:12]=[CH:13][S:14][C:10]=2[C:9]2[CH:8]=[CH:7][CH:6]=[CH:5][C:4]=2[N:3]=1.[NH2:15][C:16]1[CH:21]=[CH:20][CH:19]=[CH:18][CH:17]=1. Product: [C:16]1([NH:15][C:2]2[C:11]3[CH:12]=[CH:13][S:14][C:10]=3[C:9]3[CH:8]=[CH:7][CH:6]=[CH:5][C:4]=3[N:3]=2)[CH:21]=[CH:20][CH:19]=[CH:18][CH:17]=1. The catalyst class is: 37. (5) Reactant: Br[C:2]1[CH:7]=[N:6][C:5]([Br:8])=[CH:4][N:3]=1.[CH2:9]([NH:12][CH2:13][CH:14]=[CH2:15])[CH:10]=[CH2:11]. Product: [CH2:9]([N:12]([CH2:13][CH:14]=[CH2:15])[C:2]1[CH:7]=[N:6][C:5]([Br:8])=[CH:4][N:3]=1)[CH:10]=[CH2:11]. The catalyst class is: 3.